Task: Predict which catalyst facilitates the given reaction.. Dataset: Catalyst prediction with 721,799 reactions and 888 catalyst types from USPTO (1) Reactant: [CH3:1][C:2]1[N:3]=[CH:4][NH:5][CH:6]=1.[H-].[Na+].F[C:10]1[CH:11]=[C:12]([CH:15]=[C:16]([C:18]([F:21])([F:20])[F:19])[CH:17]=1)[C:13]#[N:14].O. Product: [CH3:1][C:2]1[N:3]=[CH:4][N:5]([C:10]2[CH:17]=[C:16]([C:18]([F:19])([F:21])[F:20])[CH:15]=[C:12]([CH:11]=2)[C:13]#[N:14])[CH:6]=1. The catalyst class is: 60. (2) Reactant: Cl.[O:2]=[C:3]1[NH:9][C:8]2[CH:10]=[CH:11][C:12]([C:14]([O:16][CH3:17])=[O:15])=[CH:13][C:7]=2[CH2:6][NH:5][CH2:4]1.C([O-])([O-])=O.[K+].[K+].Cl[CH2:25][C:26]1[NH:30][C:29]2[CH:31]=[CH:32][CH:33]=[CH:34][C:28]=2[N:27]=1. Product: [NH:27]1[C:28]2[CH:34]=[CH:33][CH:32]=[CH:31][C:29]=2[N:30]=[C:26]1[CH2:25][N:5]1[CH2:6][C:7]2[CH:13]=[C:12]([C:14]([O:16][CH3:17])=[O:15])[CH:11]=[CH:10][C:8]=2[NH:9][C:3](=[O:2])[CH2:4]1. The catalyst class is: 23.